The task is: Regression. Given a peptide amino acid sequence and an MHC pseudo amino acid sequence, predict their binding affinity value. This is MHC class I binding data.. This data is from Peptide-MHC class I binding affinity with 185,985 pairs from IEDB/IMGT. (1) The peptide sequence is FLAAECPFL. The MHC is HLA-B57:01 with pseudo-sequence HLA-B57:01. The binding affinity (normalized) is 0.0847. (2) The peptide sequence is LLIFHINGK. The MHC is HLA-A03:01 with pseudo-sequence HLA-A03:01. The binding affinity (normalized) is 0.430. (3) The peptide sequence is GEIFGLLGP. The MHC is HLA-A26:03 with pseudo-sequence HLA-A26:03. The binding affinity (normalized) is 0.0847. (4) The binding affinity (normalized) is 0.0847. The MHC is HLA-A68:02 with pseudo-sequence HLA-A68:02. The peptide sequence is AEHFENQVL. (5) The peptide sequence is SWDNTSVDLY. The MHC is HLA-A29:02 with pseudo-sequence HLA-A29:02. The binding affinity (normalized) is 0.376. (6) The peptide sequence is EWSVATFYL. The MHC is HLA-A26:01 with pseudo-sequence HLA-A26:01. The binding affinity (normalized) is 0.00899. (7) The peptide sequence is KQITNELNY. The MHC is HLA-A30:02 with pseudo-sequence HLA-A30:02. The binding affinity (normalized) is 0.787. (8) The peptide sequence is STMRRMALR. The MHC is HLA-A29:02 with pseudo-sequence HLA-A29:02. The binding affinity (normalized) is 0.0847. (9) The peptide sequence is KYYIYRLYF. The MHC is HLA-A69:01 with pseudo-sequence HLA-A69:01. The binding affinity (normalized) is 0.0847. (10) The peptide sequence is AMYDPQTYY. The MHC is HLA-A26:01 with pseudo-sequence HLA-A26:01. The binding affinity (normalized) is 0.0847.